Predict the product of the given reaction. From a dataset of Forward reaction prediction with 1.9M reactions from USPTO patents (1976-2016). Given the reactants NC1C=C2C(=CC=1N)N=CC(C#N)=C2NC1C=C(OC)C(OC)=C(OC)C=1.[N:28]([C:31]1[CH:40]=[C:39]2[C:34]([C:35]([NH:43][C:44]3[CH:49]=[CH:48][C:47]([O:50][C:51]4[CH:56]=[CH:55][CH:54]=[CH:53][CH:52]=4)=[CH:46][CH:45]=3)=[C:36]([C:41]#[N:42])[CH:37]=[N:38]2)=[CH:33][C:32]=1[N+:57]([O-])=O)=[N+]=[N-], predict the reaction product. The product is: [NH2:57][C:32]1[CH:33]=[C:34]2[C:39](=[CH:40][C:31]=1[NH2:28])[N:38]=[CH:37][C:36]([C:41]#[N:42])=[C:35]2[NH:43][C:44]1[CH:45]=[CH:46][C:47]([O:50][C:51]2[CH:52]=[CH:53][CH:54]=[CH:55][CH:56]=2)=[CH:48][CH:49]=1.